This data is from Reaction yield outcomes from USPTO patents with 853,638 reactions. The task is: Predict the reaction yield, written as a fraction of the theoretical maximum amount of product (1.0 means a 100% yield; for example, 0.34 means a 34% yield). (1) The reactants are N1C=CN=C1.[Si:6](Cl)([C:9]([CH3:12])([CH3:11])[CH3:10])([CH3:8])[CH3:7].[C:14]([O:18][C:19]([NH:21][C:22]1[CH:27]=[C:26]([CH2:28][OH:29])[CH:25]=[CH:24][N:23]=1)=[O:20])([CH3:17])([CH3:16])[CH3:15].C(OCC)(=O)C. The catalyst is CN(C)C=O. The product is [C:14]([O:18][C:19]([NH:21][C:22]1[CH:27]=[C:26]([CH2:28][O:29][Si:6]([C:9]([CH3:12])([CH3:11])[CH3:10])([CH3:8])[CH3:7])[CH:25]=[CH:24][N:23]=1)=[O:20])([CH3:17])([CH3:15])[CH3:16]. The yield is 0.960. (2) The product is [N+:58]([C:50]1[CH:51]=[C:52]([C:53]([N:38]2[CH2:39][CH2:40][N:35]([CH3:34])[CH2:36][CH2:37]2)=[O:54])[CH:56]=[CH:57][C:49]=1[N:48]([C:61]1[CH:66]=[C:65]([N:67]([CH3:90])[C:68]([N:70]([C:71]2[C:76]([Cl:77])=[C:75]([O:78][CH3:79])[CH:74]=[C:73]([O:80][CH3:81])[C:72]=2[Cl:82])[C:83]([O:85][C:86]([CH3:87])([CH3:88])[CH3:89])=[O:84])=[O:69])[N:64]=[CH:63][N:62]=1)[C:46](=[O:47])[O:45][C:41]([CH3:44])([CH3:42])[CH3:43])([O-:60])=[O:59]. The yield is 0.610. The catalyst is CN(C=O)C.O.CO.C(Cl)Cl. The reactants are CCN(C(C)C)C(C)C.CN(C(ON1N=NC2C=CC=NC1=2)=[N+](C)C)C.F[P-](F)(F)(F)(F)F.[CH3:34][N:35]1[CH2:40][CH2:39][NH:38][CH2:37][CH2:36]1.[C:41]([O:45][C:46]([N:48]([C:61]1[CH:66]=[C:65]([N:67]([CH3:90])[C:68]([N:70]([C:83]([O:85][C:86]([CH3:89])([CH3:88])[CH3:87])=[O:84])[C:71]2[C:76]([Cl:77])=[C:75]([O:78][CH3:79])[CH:74]=[C:73]([O:80][CH3:81])[C:72]=2[Cl:82])=[O:69])[N:64]=[CH:63][N:62]=1)[C:49]1[CH:57]=[CH:56][C:52]([C:53](O)=[O:54])=[CH:51][C:50]=1[N+:58]([O-:60])=[O:59])=[O:47])([CH3:44])([CH3:43])[CH3:42]. (3) The reactants are [NH2:1][C:2]1[N:10]=[CH:9][N:8]=[C:7]2[C:3]=1[N:4]=[C:5]([S:30][C:31]1[S:32][C:33]3[C:39]([Cl:40])=[CH:38][CH:37]=[CH:36][C:34]=3[N:35]=1)[N:6]2[CH2:11][CH:12]1[CH2:17][CH2:16][N:15]([C:18](=[O:29])[C@H:19]([NH:21]C(=O)OC(C)(C)C)[CH3:20])[CH2:14][CH2:13]1.C(O)(C(F)(F)F)=O. The catalyst is C(Cl)Cl. The product is [NH2:21][C@H:19]([CH3:20])[C:18]([N:15]1[CH2:16][CH2:17][CH:12]([CH2:11][N:6]2[C:5]([S:30][C:31]3[S:32][C:33]4[C:39]([Cl:40])=[CH:38][CH:37]=[CH:36][C:34]=4[N:35]=3)=[N:4][C:3]3[C:7]2=[N:8][CH:9]=[N:10][C:2]=3[NH2:1])[CH2:13][CH2:14]1)=[O:29]. The yield is 0.780.